Task: Regression. Given a peptide amino acid sequence and an MHC pseudo amino acid sequence, predict their binding affinity value. This is MHC class I binding data.. Dataset: Peptide-MHC class I binding affinity with 185,985 pairs from IEDB/IMGT (1) The peptide sequence is GEIFGLLGP. The MHC is HLA-A30:01 with pseudo-sequence HLA-A30:01. The binding affinity (normalized) is 0.0847. (2) The peptide sequence is TVLDHILQK. The MHC is HLA-A02:03 with pseudo-sequence HLA-A02:03. The binding affinity (normalized) is 0.0847. (3) The peptide sequence is VHPRSVLI. The MHC is Mamu-A01 with pseudo-sequence Mamu-A01. The binding affinity (normalized) is 0.415. (4) The peptide sequence is RPRLHSISF. The MHC is HLA-B27:05 with pseudo-sequence HLA-B27:05. The binding affinity (normalized) is 0.0847. (5) The peptide sequence is VIGLTTHCTK. The MHC is HLA-A68:01 with pseudo-sequence HLA-A68:01. The binding affinity (normalized) is 0.603. (6) The peptide sequence is SFVTDLEKY. The MHC is HLA-A02:19 with pseudo-sequence HLA-A02:19. The binding affinity (normalized) is 0.0847. (7) The peptide sequence is STLNFNNLY. The MHC is HLA-A11:01 with pseudo-sequence HLA-A11:01. The binding affinity (normalized) is 0.790.